This data is from Catalyst prediction with 721,799 reactions and 888 catalyst types from USPTO. The task is: Predict which catalyst facilitates the given reaction. (1) Reactant: [C:1]1([CH3:11])[CH:6]=[CH:5][C:4]([S:7](Cl)(=[O:9])=[O:8])=[CH:3][CH:2]=1.[F:12][C:13]([F:25])([F:24])[C:14]1[CH:15]=[C:16]([CH2:20][CH2:21][CH2:22][OH:23])[CH:17]=[CH:18][CH:19]=1.C(N(CC)CC)C. Product: [F:12][C:13]([F:24])([F:25])[C:14]1[CH:15]=[C:16]([CH2:20][CH2:21][CH2:22][O:23][S:7]([C:4]2[CH:5]=[CH:6][C:1]([CH3:11])=[CH:2][CH:3]=2)(=[O:9])=[O:8])[CH:17]=[CH:18][CH:19]=1. The catalyst class is: 4. (2) Product: [CH3:1][C:2]1[S:3][CH:4]=[C:5]([C:7]2[CH:14]=[CH:13][C:10]([CH2:11][NH2:12])=[CH:9][CH:8]=2)[N:6]=1. The catalyst class is: 1. Reactant: [CH3:1][C:2]1[S:3][CH:4]=[C:5]([C:7]2[CH:14]=[CH:13][C:10]([C:11]#[N:12])=[CH:9][CH:8]=2)[N:6]=1.[H-].[Al+3].[Li+].[H-].[H-].[H-].CCOC(C)=O.O. (3) The catalyst class is: 48. Reactant: [O:1]1[CH:5]=[CH:4][C:3]([C:6](=[O:32])[CH2:7][CH2:8][C:9]2([C:30]#[N:31])[CH2:16][C:15]3[C:10]2=[CH:11][C:12]([O:28][CH3:29])=[C:13]([O:17][Si:18]([CH:25]([CH3:27])[CH3:26])([CH:22]([CH3:24])[CH3:23])[CH:19]([CH3:21])[CH3:20])[CH:14]=3)=[CH:2]1.[CH2:33](O)[CH2:34][OH:35].CC1C=CC(S(O)(=O)=O)=CC=1.C([O-])(O)=O.[Na+]. Product: [O:1]1[CH:5]=[CH:4][C:3]([C:6]2([CH2:7][CH2:8][C:9]3([C:30]#[N:31])[CH2:16][C:15]4[C:10]3=[CH:11][C:12]([O:28][CH3:29])=[C:13]([O:17][Si:18]([CH:19]([CH3:20])[CH3:21])([CH:22]([CH3:24])[CH3:23])[CH:25]([CH3:26])[CH3:27])[CH:14]=4)[O:35][CH2:34][CH2:33][O:32]2)=[CH:2]1. (4) Reactant: [CH2:1]([CH:7]([CH2:14][CH2:15][CH2:16][CH2:17][CH2:18][CH2:19][CH2:20][CH3:21])[CH2:8][C:9]1[CH:13]=[CH:12][S:11][CH:10]=1)[CH2:2][CH2:3][CH2:4][CH2:5][CH3:6].C1C(=O)N([Br:29])C(=O)C1.C(=O)([O-])O.[Na+]. Product: [Br:29][C:10]1[S:11][CH:12]=[CH:13][C:9]=1[CH2:8][CH:7]([CH2:1][CH2:2][CH2:3][CH2:4][CH2:5][CH3:6])[CH2:14][CH2:15][CH2:16][CH2:17][CH2:18][CH2:19][CH2:20][CH3:21]. The catalyst class is: 1.